From a dataset of Forward reaction prediction with 1.9M reactions from USPTO patents (1976-2016). Predict the product of the given reaction. Given the reactants [Br:1][C:2]1[N:7]=[CH:6][C:5]([NH:8][C:9](=O)[O:10]C2C=CC=CC=2)=[CH:4][CH:3]=1.[NH:18]1[CH2:23][CH2:22][C:21](=[CH:24][C:25]2[CH:26]=[C:27]([CH:39]=[CH:40][CH:41]=2)[O:28][C:29]2[CH:34]=[CH:33][C:32]([C:35]([F:38])([F:37])[F:36])=[CH:31][N:30]=2)[CH2:20][CH2:19]1.C(N(CC)CC)C, predict the reaction product. The product is: [F:37][C:35]([F:38])([F:36])[C:32]1[CH:33]=[CH:34][C:29]([O:28][C:27]2[CH:26]=[C:25]([CH:41]=[CH:40][CH:39]=2)[CH:24]=[C:21]2[CH2:22][CH2:23][N:18]([C:9]([NH:8][C:5]3[CH:6]=[N:7][C:2]([Br:1])=[CH:3][CH:4]=3)=[O:10])[CH2:19][CH2:20]2)=[N:30][CH:31]=1.